Predict the reaction yield, written as a fraction of the theoretical maximum amount of product (1.0 means a 100% yield; for example, 0.34 means a 34% yield). From a dataset of Reaction yield outcomes from USPTO patents with 853,638 reactions. (1) The reactants are Cl[C:2]1[CH:7]=[C:6]([C:8]2[CH:13]=[C:12]([N:14]3[CH2:19][CH2:18][CH2:17][CH2:16][CH2:15]3)[CH:11]=[CH:10][C:9]=2[N+:20]([O-:22])=[O:21])[N:5]=[CH:4][N:3]=1.[F:23][C:24]([F:35])([F:34])[C:25]1[CH:26]=[C:27]([CH:31]([NH2:33])[CH3:32])[CH:28]=[CH:29][CH:30]=1.C([O-])([O-])=O.[Cs+].[Cs+]. The catalyst is C1(C)C=CC=CC=1.C1C=CC(P(C2C(C3C(P(C4C=CC=CC=4)C4C=CC=CC=4)=CC=C4C=3C=CC=C4)=C3C(C=CC=C3)=CC=2)C2C=CC=CC=2)=CC=1. The product is [N+:20]([C:9]1[CH:10]=[CH:11][C:12]([N:14]2[CH2:19][CH2:18][CH2:17][CH2:16][CH2:15]2)=[CH:13][C:8]=1[C:6]1[N:5]=[CH:4][N:3]=[C:2]([NH:33][CH:31]([C:27]2[CH:28]=[CH:29][CH:30]=[C:25]([C:24]([F:23])([F:34])[F:35])[CH:26]=2)[CH3:32])[CH:7]=1)([O-:22])=[O:21]. The yield is 0.540. (2) The reactants are Cl[C:2]1[N:7]=[C:6]([N:8]2[CH2:13][CH2:12][O:11][CH2:10][CH2:9]2)[N:5]=[C:4]([N:14]2[C:18]3[CH:19]=[C:20]([NH:25][C:26](=[O:32])[O:27][C:28]([CH3:31])([CH3:30])[CH3:29])[CH:21]=[C:22]([O:23][CH3:24])[C:17]=3[N:16]=[C:15]2[CH:33]([F:35])[F:34])[N:3]=1.[CH3:36][N:37]1[CH:41]=[C:40](B(O)O)[CH:39]=[N:38]1.C([O-])([O-])=O.[K+].[K+]. The catalyst is O1CCOCC1. The product is [F:35][CH:33]([F:34])[C:15]1[N:14]([C:4]2[N:3]=[C:2]([C:39]3[CH:40]=[CH:41][N:37]([CH3:36])[N:38]=3)[N:7]=[C:6]([N:8]3[CH2:13][CH2:12][O:11][CH2:10][CH2:9]3)[N:5]=2)[C:18]2[CH:19]=[C:20]([NH:25][C:26](=[O:32])[O:27][C:28]([CH3:31])([CH3:30])[CH3:29])[CH:21]=[C:22]([O:23][CH3:24])[C:17]=2[N:16]=1. The yield is 0.690. (3) The reactants are Br[C:2]1[C:3](=[O:10])[N:4]([CH3:9])[CH:5]=[C:6]([Br:8])[N:7]=1.[C:11]1([NH2:18])[CH:16]=[CH:15][CH:14]=[C:13]([NH2:17])[CH:12]=1.C(N(CC)CC)C. The catalyst is C(O)(C)C. The product is [NH2:17][C:13]1[CH:12]=[C:11]([NH:18][C:2]2[C:3](=[O:10])[N:4]([CH3:9])[CH:5]=[C:6]([Br:8])[N:7]=2)[CH:16]=[CH:15][CH:14]=1. The yield is 0.810. (4) The reactants are [OH-].[Na+].C[O:4][C:5](=[O:24])[C:6]1[CH:11]=[CH:10][C:9]([CH2:12][CH2:13][CH2:14][CH2:15][NH:16][C:17]([O:19][C:20]([CH3:23])([CH3:22])[CH3:21])=[O:18])=[CH:8][CH:7]=1. The catalyst is C1COCC1. The product is [C:20]([O:19][C:17]([NH:16][CH2:15][CH2:14][CH2:13][CH2:12][C:9]1[CH:8]=[CH:7][C:6]([C:5]([OH:24])=[O:4])=[CH:11][CH:10]=1)=[O:18])([CH3:23])([CH3:21])[CH3:22]. The yield is 0.950. (5) The reactants are [NH2:1][C:2]1[C:3]([C:19](Cl)=O)=[N:4][C:5]([N:8]2[CH2:13][CH2:12][N:11]([S:14]([CH2:17][CH3:18])(=[O:16])=[O:15])[CH2:10][CH2:9]2)=[CH:6][N:7]=1.[NH2:22][C:23]1[CH:28]=[CH:27][CH:26]=[CH:25][C:24]=1[SH:29]. The catalyst is C(#N)C. The product is [S:29]1[C:24]2[CH:25]=[CH:26][CH:27]=[CH:28][C:23]=2[N:22]=[C:19]1[C:3]1[C:2]([NH2:1])=[N:7][CH:6]=[C:5]([N:8]2[CH2:13][CH2:12][N:11]([S:14]([CH2:17][CH3:18])(=[O:16])=[O:15])[CH2:10][CH2:9]2)[N:4]=1. The yield is 0.200. (6) The reactants are [C:1]([O:5][C:6]([N:8]1[CH2:13][CH2:12][CH:11]([CH2:14][CH:15]=[CH2:16])[CH2:10][CH2:9]1)=[O:7])([CH3:4])([CH3:3])[CH3:2].B1C2CCCC1CCC2.Br[C:27]1[CH:32]=[CH:31][C:30]([F:33])=[CH:29][CH:28]=1.C(=O)([O-])[O-].[K+].[K+]. The catalyst is CN(C=O)C.O.C1C=CC(P(C2C=CC=CC=2)[C-]2C=CC=C2)=CC=1.C1C=CC(P(C2C=CC=CC=2)[C-]2C=CC=C2)=CC=1.Cl[Pd]Cl.[Fe+2]. The product is [C:1]([O:5][C:6]([N:8]1[CH2:13][CH2:12][CH:11]([CH2:14][CH2:15][CH2:16][C:27]2[CH:32]=[CH:31][C:30]([F:33])=[CH:29][CH:28]=2)[CH2:10][CH2:9]1)=[O:7])([CH3:4])([CH3:3])[CH3:2]. The yield is 0.730.